From a dataset of Drug-target binding data from BindingDB using IC50 measurements. Regression. Given a target protein amino acid sequence and a drug SMILES string, predict the binding affinity score between them. We predict pIC50 (pIC50 = -log10(IC50 in M); higher means more potent). Dataset: bindingdb_ic50. (1) The small molecule is O=C(O)c1cccc(CSc2nc(-c3ccccc3)c(Cl)c(=O)[nH]2)c1. The target protein (Q8TDX5) has sequence MKIDIHSHILPKEWPDLKKRFGYGGWVQLQHHSKGEAKLLKDGKVFRVVRENCWDPEVRIREMDQKGVTVQALSTVPVMFSYWAKPEDTLNLCQLLNNDLASTVVSYPRRFVGLGTLPMQAPELAVKEMERCVKELGFPGVQIGTHVNEWDLNAQELFPVYAAAERLKCSLFVHPWDMQMDGRMAKYWLPWLVGMPAETTIAICSMIMGGVFEKFPKLKVCFAHGGGAFPFTVGRISHGFSMRPDLCAQDNPMNPKKYLGSFYTDALVHDPLSLKLLTDVIGKDKVILGTDYPFPLGELEPGKLIESMEEFDEETKNKLKAGNALAFLGLERKQFE. The pIC50 is 6.8. (2) The small molecule is CC(C)Cc1c(C(=O)C(N)=O)c2c(OCC(=O)NS(=O)(=O)c3ccccc3)cc3ccccc3c2n1Cc1ccccc1. The target protein (P39877) has sequence MKGLLPLAWFLACSVPAVQGGLLDLKSMIEKVTGKNALTNYGFYGCYCGWGGRGTPKDGTDWCCWAHDHCYGRLEEKGCNIRTQSYKYRFAWGVVTCEPGPFCHVNLCACDRKLVYCLKRNLRSYNPQYQYFPNILCS. The pIC50 is 5.8. (3) The drug is N#Cc1ccc(COc2ccc(-c3cccc4nc(NC(=O)C5CC5)nn34)cc2)cn1. The target protein sequence is DPTVFHKRYLKKIRDLGEGHFGKVSLYCYDPTNDGTGEMVAVKALKADCGPQHRSGWKQEIDILRTLYHEHIIKYKGCCEDQGEKSLQLVMEYVPLGSLRDYLPRHSIGLAQLLLFAQQICEGMAYLHAQHYIHRDLAARNVLLDNDRLVKIGDFGLAKAVPEGHEYYRVREDGDSPVFWYAPECLKEYKFYYASDVWSFGVTLYELLTHCDSSQSPPTKFLELIGIAQGQMTVLRLTELLERGERLPRPDKCPCEVYHLMKNCWETEASFRPTFENLIPILKTVHEKYQGQAPSVFSVC. The pIC50 is 7.0. (4) The target protein (Q07806) has sequence MRLLKFLWWTCVTLICGVLLSFSGAYLYLSPSLPSVEALRNVQLQIPLKVYSEDGKLISEFGEMRRTPIRFADIPQDFIHALLSAEDDNFANHYGVDVKSLMRAAAQLLKSGHIQTGGSTITMQVAKNYFLTNERSFSRKINEILLALQIERQLTKDEILELYVNKIYLGNRAYGIEAAAQVYYGKPIKDLSLAEMAMIAGLPKAPSRYNPLVNPTRSTERRNWILERMLKLGFIDQQRYQAAVEEPINASYHVQTPELNAPYIAEMARAEMVGRYGSEAYTEGYKVITTVRSDLQNAASQSVRDGLIDYDQRHGYRGPETRLPGQTRDAWLKHLGQQRSIGGLEPAIVTQVEKSGIMVMTRDGKEEAVTWDSMKWARPFLSNNSMGPMPRQPADVAQAGDQIRVQRQEDGTLRFVQIPAAQSALISLDPKDGAIRSLVGGFSFEQSNYNRAIQAKRQPGSSFKPFIYSAALDNGFTAASLVNDAPIVFVDEYLDKVWRP.... The drug is Nc1nc(/C(=N/OCc2cc(=O)c(O)cn2O)C(=O)N[C@H]2CON(C3(C(=O)O)CCC(=O)O3)C2=O)cs1. The pIC50 is 7.3. (5) The small molecule is CN(c1ccccc1)S(=O)(=O)c1ccc2[nH]c(=O)c(=O)[nH]c2c1. The target protein (P9WFK7) has sequence MTVTLCSPTEDDWPGMFLLAAASFTDFIGPESATAWRTLVPTDGAVVVRDGAGPGSEVVGMALYMDLRLTVPGEVVLPTAGLSFVAVAPTHRRRGLLRAMCAELHRRIADSGYPVAALHASEGGIYGRFGYGPATTLHELTVDRRFARFHADAPGGGLGGSSVRLVRPTEHRGEFEAIYERWRQQVPGGLLRPQVLWDELLAECKAAPGGDRESFALLHPDGYALYRVDRTDLKLARVSELRAVTADAHCALWRALIGLDSMERISIITHPQDPLPHLLTDTRLARTTWRQDGLWLRIMNVPAALEARGYAHEVGEFSTVLEVSDGGRFALKIGDGRARCTPTDAAAEIEMDRDVLGSLYLGAHRASTLAAANRLRTKDSQLLRRLDAAFASDVPVQTAFEF. The pIC50 is 5.2. (6) The small molecule is CCOc1ccc2cc(-c3nn(CC4CCNCC4)c4ncnc(N)c34)ccc2c1. The target protein (Q8IBS5) has sequence MGQEVSSVNNTKNEHHKTNKKSLKGGNERHEMKESSVGISKKIVENSFNNSKLRPGMFIQNSNVVFNEQYKGIKILGKGSFGEVILSRDKHTGHEYAIKVISKKHVKRKTDKESLLREVELLKMLDHINIMKLYEFFEDNNYYYLVSDVYTGGELFDEIISRKRFYEIDAARIIKQILSGITYMHKNNVVHRDLKPENILLETKNKEDMIIKIIDFGLSTHFEYSKKMKDKIGTAYYIAPDVLHGTYDEKCDIWSCGVILYILLSGCPPFNGSNEYDILKKVEAGKYTFDLPQFKKISDKAKDLIKKMLMYTSAVRISARDALEHEWIKMMTSKDNLNIDIPSLELSIANIRQFQSTQKLAQAALLYMGSKLTTIDETKELTKIFKKMDKNGDGQLDRNELIIGYKELLKLKGEDTSDLDNAAIEYEVDQILNSIDLDQNGYIEYSEFLTVSIDRKLLLSTERLEKAFKLFDKDGSGKISANELAQLFGLSDVSSECWKT.... The pIC50 is 8.4.